This data is from Reaction yield outcomes from USPTO patents with 853,638 reactions. The task is: Predict the reaction yield, written as a fraction of the theoretical maximum amount of product (1.0 means a 100% yield; for example, 0.34 means a 34% yield). The reactants are [NH2:1][C:2]1[CH:10]=[C:9]([CH3:11])[C:8]2[N:7](C(OC(C)(C)C)=O)[C@H:6]3[CH2:19][CH2:20][N:21](C(OC(C)(C)C)=O)[CH2:22][C@H:5]3[C:4]=2[CH:3]=1.Br[C:31]1[CH:36]=[CH:35][C:34]([Cl:37])=[CH:33][C:32]=1[Cl:38]. No catalyst specified. The product is [Cl:37][C:34]1[CH:33]=[C:32]([Cl:38])[CH:31]=[CH:36][C:35]=1[NH:1][C:2]1[CH:10]=[C:9]([CH3:11])[C:8]2[NH:7][C@H:6]3[CH2:19][CH2:20][NH:21][CH2:22][C@H:5]3[C:4]=2[CH:3]=1. The yield is 0.500.